This data is from Full USPTO retrosynthesis dataset with 1.9M reactions from patents (1976-2016). The task is: Predict the reactants needed to synthesize the given product. (1) Given the product [CH3:13][N:14]([CH2:16][CH2:17][C@@H:18]1[CH2:27][CH2:26][C:25]2[C:20](=[CH:21][CH:22]=[C:23]([O:28][CH2:44][C:41]3[CH:40]=[CH:39][C:38]([O:37][C:35]([C:34]4[CH:33]=[CH:32][C:31]([O:30][CH3:29])=[CH:47][CH:46]=4)=[O:36])=[CH:43][CH:42]=3)[CH:24]=2)[CH2:19]1)[CH3:15], predict the reactants needed to synthesize it. The reactants are: N(C(OCC)=O)=NC(OCC)=O.[CH3:13][N:14]([CH2:16][CH2:17][C@@H:18]1[CH2:27][CH2:26][C:25]2[C:20](=[CH:21][CH:22]=[C:23]([OH:28])[CH:24]=2)[CH2:19]1)[CH3:15].[CH3:29][O:30][C:31]1[CH:47]=[CH:46][C:34]([C:35]([O:37][C:38]2[CH:43]=[CH:42][C:41]([CH2:44]O)=[CH:40][CH:39]=2)=[O:36])=[CH:33][CH:32]=1.C1(P(C2C=CC=CC=2)C2C=CC=CC=2)C=CC=CC=1. (2) Given the product [Br:1][C:2]1[CH:19]=[C:6]2[C:5](=[N:4][CH:3]=1)[N:16]([C@H:18]1[CH2:27][CH2:22][CH2:23][N:24]([C:28]([O:30][C:31]([CH3:32])([CH3:34])[CH3:33])=[O:29])[CH2:25]1)[CH:15]=[C:9]([C:10]([O:12][CH2:13][CH3:14])=[O:11])[C:7]2=[O:8], predict the reactants needed to synthesize it. The reactants are: [Br:1][C:2]1[CH:3]=[N:4][C:5](F)=[C:6]([CH:19]=1)[C:7]([C:9](=[CH:15][N:16]([CH3:18])C)[C:10]([O:12][CH2:13][CH3:14])=[O:11])=[O:8].N[C@H:22]1[CH2:27]C[CH2:25][N:24]([C:28]([O:30][C:31]([CH3:34])([CH3:33])[CH3:32])=[O:29])[CH2:23]1.C(=O)([O-])[O-].[K+].[K+].Cl.